From a dataset of Full USPTO retrosynthesis dataset with 1.9M reactions from patents (1976-2016). Predict the reactants needed to synthesize the given product. Given the product [CH:14]1([C:17]2[CH:21]=[C:20]([NH:22][C:23]3[C:24]4[CH2:41][CH2:40][CH2:39][C:25]=4[N:26]=[C:27]([N:29]4[CH2:34][CH2:33][CH2:32][CH2:31][CH:30]4[C:35]([NH:8][C:5]4[CH:6]=[N:7][C:2]([F:1])=[CH:3][CH:4]=4)=[O:36])[N:28]=3)[NH:19][N:18]=2)[CH2:15][CH2:16]1, predict the reactants needed to synthesize it. The reactants are: [F:1][C:2]1[N:7]=[CH:6][C:5]([NH2:8])=[CH:4][CH:3]=1.C([Mg]Cl)(C)C.[CH:14]1([C:17]2[CH:21]=[C:20]([NH:22][C:23]3[C:24]4[CH2:41][CH2:40][CH2:39][C:25]=4[N:26]=[C:27]([N:29]4[CH2:34][CH2:33][CH2:32][CH2:31][CH:30]4[C:35](OC)=[O:36])[N:28]=3)[NH:19][N:18]=2)[CH2:16][CH2:15]1.